This data is from Reaction yield outcomes from USPTO patents with 853,638 reactions. The task is: Predict the reaction yield, written as a fraction of the theoretical maximum amount of product (1.0 means a 100% yield; for example, 0.34 means a 34% yield). The reactants are NC[C:3]1[CH:8]=[CH:7][C:6]([O:9][CH:10]2[CH2:16][CH2:15][CH2:14][CH2:13][CH2:12][CH2:11]2)=[CH:5][N:4]=1.C(OC(NCC1C=CC(OC2CCCCCC2)=CN=1)=O)(C)(C)C.[ClH:40]. The catalyst is CO. The product is [Cl:40][C:3]1[N:4]=[CH:5][C:6]([O:9][CH:10]2[CH2:16][CH2:15][CH2:14][CH2:13][CH2:12][CH2:11]2)=[CH:7][CH:8]=1. The yield is 0.720.